Dataset: Forward reaction prediction with 1.9M reactions from USPTO patents (1976-2016). Task: Predict the product of the given reaction. (1) Given the reactants [Br:1][C:2]1[C:3](Cl)=[C:4]([N+:9]([O-:11])=[O:10])[C:5]([NH2:8])=[N:6][CH:7]=1.[C:13]1([NH:19][C:20](=[O:28])[CH2:21][N:22]2[CH2:27][CH2:26][NH:25][CH2:24][CH2:23]2)[CH:18]=[CH:17][CH:16]=[CH:15][CH:14]=1.C(N(C(C)C)CC)(C)C, predict the reaction product. The product is: [NH2:8][C:5]1[C:4]([N+:9]([O-:11])=[O:10])=[C:3]([N:25]2[CH2:26][CH2:27][N:22]([CH2:21][C:20]([NH:19][C:13]3[CH:18]=[CH:17][CH:16]=[CH:15][CH:14]=3)=[O:28])[CH2:23][CH2:24]2)[C:2]([Br:1])=[CH:7][N:6]=1. (2) Given the reactants [Cl:1][C:2]1[CH:3]=[C:4]2[C:8](=[CH:9][CH:10]=1)[NH:7][C:6]([C:11]([NH:13][NH2:14])=[O:12])=[CH:5]2.[CH3:15][N:16]([CH3:26])[C:17]1[CH:22]=[CH:21][C:20]([N:23]=[C:24]=[O:25])=[CH:19][CH:18]=1, predict the reaction product. The product is: [CH3:26][N:16]([C:17]1[CH:22]=[CH:21][C:20]([NH:23][C:24]([NH:14][NH:13][C:11]([C:6]2[NH:7][C:8]3[C:4]([CH:5]=2)=[CH:3][C:2]([Cl:1])=[CH:10][CH:9]=3)=[O:12])=[O:25])=[CH:19][CH:18]=1)[CH3:15]. (3) Given the reactants [NH2:1][C:2]1[N:7]=[C:6]([C:8]2[O:9][CH:10]=[CH:11][CH:12]=2)[C:5]([C:13]2[CH:14]=[CH:15][C:16](=[O:19])[NH:17][CH:18]=2)=[C:4]([C:20]2[O:21][CH:22]=[CH:23][CH:24]=2)[N:3]=1.[CH2:25](Br)[CH:26]=[CH2:27], predict the reaction product. The product is: [NH2:1][C:2]1[N:3]=[C:4]([C:20]2[O:21][CH:22]=[CH:23][CH:24]=2)[C:5]([C:13]2[CH:14]=[CH:15][C:16](=[O:19])[N:17]([CH2:27][CH:26]=[CH2:25])[CH:18]=2)=[C:6]([C:8]2[O:9][CH:10]=[CH:11][CH:12]=2)[N:7]=1. (4) Given the reactants C1(P(C2CCCCC2)C2C=[CH:12][CH:11]=[CH:10][C:9]=2[C:14]2[CH:19]=[CH:18][CH:17]=[CH:16][CH:15]=2)CCCCC1.[F-].[K+].[C:28](=[O:31])([O-])[O-:29].[Cs+].[Cs+].C([O:37][C@@H:38]1[C@@H:43]([O:44]C(=O)C)[C@H:42]([O:48]C(=O)C)[C@@H:41]([CH2:52][O:53]C(=O)C)[O:40][C@H:39]1[C:57]1[CH:62]=[CH:61][CH:60]=[C:59]([CH2:63]Br)[C:58]=1[F:65])(=O)C.O1CCOC[CH2:67]1, predict the reaction product. The product is: [F:65][C:58]1[C:57]([C@H:39]2[C@H:38]([OH:37])[C@@H:43]([OH:44])[C@H:42]([OH:48])[C@@H:41]([CH2:52][OH:53])[O:40]2)=[CH:62][CH:61]=[CH:60][C:59]=1[CH2:63][C:9]1[CH:10]=[C:11]2[C:19](=[CH:18][CH:17]=[CH:16][CH:15]=[CH:12]2)[C:14]=1[C:28]([O:29][CH3:67])=[O:31]. (5) Given the reactants [CH3:1][C:2]1[CH:7]=[CH:6][C:5]2[O:8][CH2:9][C:10]([CH2:12][O:13][C:4]=2[CH:3]=1)=[O:11].[C:14]1([CH:24]=O)[C:23]2[C:18](=[CH:19][CH:20]=[CH:21][CH:22]=2)[CH:17]=[CH:16][CH:15]=1, predict the reaction product. The product is: [CH3:1][C:2]1[CH:7]=[CH:6][C:5]2[O:8]/[C:9](=[CH:24]\[C:14]3[C:23]4[C:18](=[CH:19][CH:20]=[CH:21][CH:22]=4)[CH:17]=[CH:16][CH:15]=3)/[C:10](=[O:11])/[C:12](=[CH:24]/[C:14]3[C:23]4[C:18](=[CH:19][CH:20]=[CH:21][CH:22]=4)[CH:17]=[CH:16][CH:15]=3)/[O:13][C:4]=2[CH:3]=1. (6) Given the reactants [Cl:1][C:2]1[CH:10]=[C:9]2[C:5]([C:6]([C:18]([O:20]C)=[O:19])=[CH:7][N:8]2C(OC(C)(C)C)=O)=[CH:4][C:3]=1[C:22]1[CH:27]=[CH:26][C:25]([OH:28])=[CH:24][CH:23]=1.Cl[CH2:30][CH2:31][N:32]1[CH:36]=[N:35][CH:34]=[N:33]1.C(=O)([O-])[O-].[Cs+].[Cs+].[OH-].[Na+], predict the reaction product. The product is: [Cl:1][C:2]1[CH:10]=[C:9]2[C:5]([C:6]([C:18]([OH:20])=[O:19])=[CH:7][NH:8]2)=[CH:4][C:3]=1[C:22]1[CH:27]=[CH:26][C:25]([O:28][CH2:30][CH2:31][N:32]2[CH:36]=[N:35][CH:34]=[N:33]2)=[CH:24][CH:23]=1.